This data is from Catalyst prediction with 721,799 reactions and 888 catalyst types from USPTO. The task is: Predict which catalyst facilitates the given reaction. (1) Reactant: [H-].[Na+].[CH2:3]([O:5][C:6](=[O:31])[CH2:7][NH:8][CH2:9][C:10]1[CH:15]=[CH:14][C:13]([O:16][CH2:17][CH2:18][C:19]2[N:20]=[C:21]([C:25]3[CH:30]=[CH:29][CH:28]=[CH:27][CH:26]=3)[O:22][C:23]=2[CH3:24])=[CH:12][CH:11]=1)[CH3:4].Br[CH2:33][C:34]([O:36][CH2:37][CH3:38])=[O:35]. Product: [CH2:3]([O:5][C:6](=[O:31])[CH2:7][N:8]([CH2:33][C:34]([O:36][CH2:37][CH3:38])=[O:35])[CH2:9][C:10]1[CH:11]=[CH:12][C:13]([O:16][CH2:17][CH2:18][C:19]2[N:20]=[C:21]([C:25]3[CH:30]=[CH:29][CH:28]=[CH:27][CH:26]=3)[O:22][C:23]=2[CH3:24])=[CH:14][CH:15]=1)[CH3:4]. The catalyst class is: 1. (2) Reactant: [F:1][C:2]1[CH:3]=[CH:4][C:5]([O:9][CH3:10])=[C:6]([NH2:8])[CH:7]=1.[CH2:11]([O:13][C:14](=[O:19])[CH2:15][C:16](=O)[CH3:17])[CH3:12].C(O)(=O)C.[O-]S([O-])(=O)=O.[Ca+2]. Product: [CH2:11]([O:13][C:14](=[O:19])[CH:15]=[C:16]([NH:8][C:6]1[CH:7]=[C:2]([F:1])[CH:3]=[CH:4][C:5]=1[O:9][CH3:10])[CH3:17])[CH3:12]. The catalyst class is: 8. (3) Reactant: [C:1]([O:4][CH2:5][C:6]1[C:11]([N:12]2[CH2:21][CH2:20][C:19]3[C:14](=[CH:15][CH:16]=[C:17]([CH:22]4[CH2:24][CH2:23]4)[CH:18]=3)[C:13]2=[O:25])=[CH:10][CH:9]=[CH:8][C:7]=1[C:26]1[CH:31]=[CH:30][N:29]=[C:28]([NH2:32])[C:27]=1[N+:33]([O-])=O)(=[O:3])[CH3:2].CO.[H][H]. Product: [C:1]([O:4][CH2:5][C:6]1[C:7]([C:26]2[CH:31]=[CH:30][N:29]=[C:28]([NH2:32])[C:27]=2[NH2:33])=[CH:8][CH:9]=[CH:10][C:11]=1[N:12]1[CH2:21][CH2:20][C:19]2[C:14](=[CH:15][CH:16]=[C:17]([CH:22]3[CH2:24][CH2:23]3)[CH:18]=2)[C:13]1=[O:25])(=[O:3])[CH3:2]. The catalyst class is: 45.